This data is from Retrosynthesis with 50K atom-mapped reactions and 10 reaction types from USPTO. The task is: Predict the reactants needed to synthesize the given product. (1) Given the product CCOC(=O)Cc1ccc(OC)c(-c2ccc(C(F)(F)F)cc2CN(CC)C(=O)C2(c3ccc(Cl)cc3Cl)CC2)c1, predict the reactants needed to synthesize it. The reactants are: CCNCc1cc(C(F)(F)F)ccc1-c1cc(CC(=O)OCC)ccc1OC.O=C(Cl)C1(c2ccc(Cl)cc2Cl)CC1. (2) Given the product CCC[C@]12CC[C@@H]3C4=C(CC[C@H]3[C@@H]1CCC2=O)CC(OC)=CC4, predict the reactants needed to synthesize it. The reactants are: CCC[C@]12CC[C@@H]3C4=C(CC[C@H]3[C@@H]1CC[C@@H]2O)CC(OC)=CC4. (3) The reactants are: CCCCC(=O)OC(=O)CCCC. Given the product CCCCC(=O)O, predict the reactants needed to synthesize it. (4) The reactants are: CC(C)(C)OC(=O)N1CCN(CC(c2cccc(-c3ccccc3F)c2)C2(O)CCCCC2)CC1. Given the product OC1(C(CN2CCNCC2)c2cccc(-c3ccccc3F)c2)CCCCC1, predict the reactants needed to synthesize it. (5) Given the product C=Cc1cccc2nc(NCc3ccccc3OC)ccc12, predict the reactants needed to synthesize it. The reactants are: CC#N.COc1ccccc1CNc1ccc2c(Br)cccc2n1. (6) The reactants are: C=Cc1cc2c3ccnc(C)c3c(=O)n(C)c2cc1OC[C@H](CC(C)C)NC(=O)OC(C)(C)C. Given the product CCc1cc2c3ccnc(C)c3c(=O)n(C)c2cc1OC[C@H](CC(C)C)NC(=O)OC(C)(C)C, predict the reactants needed to synthesize it. (7) Given the product C[C@@]1(Cc2ccc(C#N)cc2)C(=O)N(c2cc(Cl)c(F)c(Cl)c2)c2ncc(C(=O)NC3(C(=O)NC4(c5ncc(I)cn5)CC4)CC3)n21, predict the reactants needed to synthesize it. The reactants are: C[C@@]1(Cc2ccc(C#N)cc2)C(=O)N(c2cc(Cl)c(F)c(Cl)c2)c2ncc(C(=O)Cl)n21.NC1(C(=O)NC2(c3ncc(I)cn3)CC2)CC1. (8) Given the product CCOc1ccc2c(Cc3cc(OC)c(OC)c(OC)c3)cncc2c1NC, predict the reactants needed to synthesize it. The reactants are: CCOc1ccc2c(Cc3cc(OC)c(OC)c(OC)c3)cncc2c1OS(=O)(=O)C(F)(F)F.CN. (9) Given the product O=C(O)c1cc2[nH]c(-c3ccccc3)c(C3CCCCC3)c2s1, predict the reactants needed to synthesize it. The reactants are: COC(=O)c1cc2[nH]c(-c3ccccc3)c(C3CCCCC3)c2s1. (10) Given the product CCOC(=O)c1cccc(NC(=O)c2c(-c3c(F)cccc3Cl)noc2C)c1, predict the reactants needed to synthesize it. The reactants are: CCOC(=O)c1cccc(N)c1.Cc1onc(-c2c(F)cccc2Cl)c1C(=O)Cl.